Task: Regression. Given two drug SMILES strings and cell line genomic features, predict the synergy score measuring deviation from expected non-interaction effect.. Dataset: NCI-60 drug combinations with 297,098 pairs across 59 cell lines (1) Drug 1: CCCS(=O)(=O)NC1=C(C(=C(C=C1)F)C(=O)C2=CNC3=C2C=C(C=N3)C4=CC=C(C=C4)Cl)F. Drug 2: C(CN)CNCCSP(=O)(O)O. Cell line: CAKI-1. Synergy scores: CSS=1.87, Synergy_ZIP=-2.41, Synergy_Bliss=-3.40, Synergy_Loewe=-8.18, Synergy_HSA=-3.78. (2) Drug 1: CC1=CC2C(CCC3(C2CCC3(C(=O)C)OC(=O)C)C)C4(C1=CC(=O)CC4)C. Drug 2: C(CC(=O)O)C(=O)CN.Cl. Cell line: T-47D. Synergy scores: CSS=8.16, Synergy_ZIP=-5.55, Synergy_Bliss=-6.53, Synergy_Loewe=-5.53, Synergy_HSA=-4.17.